This data is from NCI-60 drug combinations with 297,098 pairs across 59 cell lines. The task is: Regression. Given two drug SMILES strings and cell line genomic features, predict the synergy score measuring deviation from expected non-interaction effect. (1) Synergy scores: CSS=7.40, Synergy_ZIP=-6.23, Synergy_Bliss=-6.34, Synergy_Loewe=-9.56, Synergy_HSA=-7.33. Drug 1: C1=C(C(=O)NC(=O)N1)N(CCCl)CCCl. Drug 2: C1=NC2=C(N=C(N=C2N1C3C(C(C(O3)CO)O)O)F)N. Cell line: SK-MEL-2. (2) Drug 1: CCN(CC)CCNC(=O)C1=C(NC(=C1C)C=C2C3=C(C=CC(=C3)F)NC2=O)C. Drug 2: CC1=C(C(=O)C2=C(C1=O)N3CC4C(C3(C2COC(=O)N)OC)N4)N. Cell line: PC-3. Synergy scores: CSS=14.5, Synergy_ZIP=-4.38, Synergy_Bliss=-4.18, Synergy_Loewe=-2.28, Synergy_HSA=-1.85. (3) Drug 1: CC1OCC2C(O1)C(C(C(O2)OC3C4COC(=O)C4C(C5=CC6=C(C=C35)OCO6)C7=CC(=C(C(=C7)OC)O)OC)O)O. Drug 2: CC(C)NC(=O)C1=CC=C(C=C1)CNNC.Cl. Cell line: UACC-257. Synergy scores: CSS=-0.632, Synergy_ZIP=-0.700, Synergy_Bliss=-2.05, Synergy_Loewe=-11.3, Synergy_HSA=-6.04. (4) Drug 1: C1C(C(OC1N2C=NC3=C2NC=NCC3O)CO)O. Drug 2: C1CCC(C(C1)N)N.C(=O)(C(=O)[O-])[O-].[Pt+4]. Cell line: SF-295. Synergy scores: CSS=32.3, Synergy_ZIP=-8.40, Synergy_Bliss=-0.341, Synergy_Loewe=-0.677, Synergy_HSA=0.946. (5) Drug 1: CCC1=C2CN3C(=CC4=C(C3=O)COC(=O)C4(CC)O)C2=NC5=C1C=C(C=C5)O. Drug 2: CC(C)CN1C=NC2=C1C3=CC=CC=C3N=C2N. Cell line: K-562. Synergy scores: CSS=54.9, Synergy_ZIP=2.19, Synergy_Bliss=2.32, Synergy_Loewe=-30.0, Synergy_HSA=5.35. (6) Drug 1: C1=CN(C=N1)CC(O)(P(=O)(O)O)P(=O)(O)O. Drug 2: C1CN(CCN1C(=O)CCBr)C(=O)CCBr. Cell line: MOLT-4. Synergy scores: CSS=56.3, Synergy_ZIP=0.290, Synergy_Bliss=0.271, Synergy_Loewe=-1.48, Synergy_HSA=1.70. (7) Drug 2: CC(C)CN1C=NC2=C1C3=CC=CC=C3N=C2N. Synergy scores: CSS=-2.67, Synergy_ZIP=1.57, Synergy_Bliss=1.80, Synergy_Loewe=-2.59, Synergy_HSA=-1.67. Cell line: NCI-H226. Drug 1: CNC(=O)C1=NC=CC(=C1)OC2=CC=C(C=C2)NC(=O)NC3=CC(=C(C=C3)Cl)C(F)(F)F. (8) Drug 1: C1CC(=O)NC(=O)C1N2CC3=C(C2=O)C=CC=C3N. Drug 2: CC1=C(C(=O)C2=C(C1=O)N3CC4C(C3(C2COC(=O)N)OC)N4)N. Cell line: SW-620. Synergy scores: CSS=44.9, Synergy_ZIP=6.48, Synergy_Bliss=5.80, Synergy_Loewe=-2.56, Synergy_HSA=8.93. (9) Drug 1: C1CN1P(=S)(N2CC2)N3CC3. Drug 2: CNC(=O)C1=NC=CC(=C1)OC2=CC=C(C=C2)NC(=O)NC3=CC(=C(C=C3)Cl)C(F)(F)F. Cell line: MDA-MB-231. Synergy scores: CSS=12.0, Synergy_ZIP=0.997, Synergy_Bliss=5.40, Synergy_Loewe=-7.03, Synergy_HSA=1.57.